Dataset: Reaction yield outcomes from USPTO patents with 853,638 reactions. Task: Predict the reaction yield, written as a fraction of the theoretical maximum amount of product (1.0 means a 100% yield; for example, 0.34 means a 34% yield). (1) The reactants are [F:1][C:2]1[CH:7]=[CH:6][C:5](B(O)O)=[CH:4][CH:3]=1.[F:11][C:12]1[CH:13]=[C:14]([CH:23]([CH3:37])[C:24]([NH:26][CH2:27][C:28]2[NH:32][N:31]=[C:30]([C:33]([F:36])([F:35])[F:34])[CH:29]=2)=[O:25])[CH:15]=[CH:16][C:17]=1[CH2:18][S:19]([CH3:22])(=[O:21])=[O:20].N1C=CC=CC=1. The catalyst is C([O-])(=O)C.[Cu+2].C([O-])(=O)C.C(Cl)Cl. The product is [F:11][C:12]1[CH:13]=[C:14]([CH:23]([CH3:37])[C:24]([NH:26][CH2:27][C:28]2[N:32]([C:5]3[CH:6]=[CH:7][C:2]([F:1])=[CH:3][CH:4]=3)[N:31]=[C:30]([C:33]([F:36])([F:34])[F:35])[CH:29]=2)=[O:25])[CH:15]=[CH:16][C:17]=1[CH2:18][S:19]([CH3:22])(=[O:21])=[O:20]. The yield is 0.750. (2) The reactants are C(OC([N:8]1[CH2:13][CH2:12][CH:11]([C:14]2[N:15]=[N:16][N:17]([CH2:19][C:20]3[CH:25]=[CH:24][CH:23]=[CH:22][CH:21]=3)[N:18]=2)[CH2:10][CH2:9]1)=O)(C)(C)C.C(Cl)Cl.C(O)(C(F)(F)F)=O. No catalyst specified. The product is [CH2:19]([N:17]1[N:16]=[N:15][C:14]([CH:11]2[CH2:12][CH2:13][NH:8][CH2:9][CH2:10]2)=[N:18]1)[C:20]1[CH:21]=[CH:22][CH:23]=[CH:24][CH:25]=1. The yield is 0.940. (3) The reactants are [CH3:1][O:2][C:3]1[C:8]([O:9][CH3:10])=[C:7]([O:11][CH3:12])[CH:6]=[C:5]([CH3:13])[C:4]=1[CH:14]([C:16]1[C:17]([O:24][CH3:25])=[N:18][CH:19]=[C:20]([Br:23])[C:21]=1[Cl:22])[OH:15]. The catalyst is C1(C)C=CC=CC=1.[O-2].[O-2].[Mn+4]. The product is [CH3:1][O:2][C:3]1[C:8]([O:9][CH3:10])=[C:7]([O:11][CH3:12])[CH:6]=[C:5]([CH3:13])[C:4]=1[C:14]([C:16]1[C:17]([O:24][CH3:25])=[N:18][CH:19]=[C:20]([Br:23])[C:21]=1[Cl:22])=[O:15]. The yield is 0.870. (4) The reactants are [CH3:1][O:2][CH2:3][C:4]([NH:6][C:7]1[CH:16]=[CH:15][CH:14]=[CH:13][C:8]=1[C:9]([O:11][CH3:12])=[O:10])=[O:5].C(OC(=O)CCC)(=O)CCC.[N+:28]([O-])([OH:30])=[O:29].[OH-].[Na+]. The catalyst is O. The product is [CH3:1][O:2][CH2:3][C:4]([NH:6][C:7]1[C:16]([N+:28]([O-:30])=[O:29])=[CH:15][CH:14]=[CH:13][C:8]=1[C:9]([O:11][CH3:12])=[O:10])=[O:5]. The yield is 0.510.